Dataset: Reaction yield outcomes from USPTO patents with 853,638 reactions. Task: Predict the reaction yield, written as a fraction of the theoretical maximum amount of product (1.0 means a 100% yield; for example, 0.34 means a 34% yield). (1) The reactants are [Cl:1][C:2]1[CH:7]=[CH:6][CH:5]=[CH:4][C:3]=1[CH:8]=O.[CH3:10][CH2:11]C(=O)CC.B(F)(F)F.CCOCC.O. The catalyst is CCCCCC. The product is [Cl:1][C:2]1[CH:7]=[CH:6][CH:5]=[CH:4][C:3]=1/[CH:8]=[CH:10]/[CH3:11]. The yield is 0.580. (2) The reactants are [Br:1][C:2]1[CH:7]=[CH:6][C:5]([S:8](Cl)(=[O:10])=[O:9])=[CH:4][C:3]=1[F:12].[CH3:13][NH:14][CH3:15]. No catalyst specified. The product is [Br:1][C:2]1[CH:7]=[CH:6][C:5]([S:8]([N:14]([CH3:15])[CH3:13])(=[O:10])=[O:9])=[CH:4][C:3]=1[F:12]. The yield is 0.890. (3) The reactants are [Br:1][C:2]1[CH:7]=[C:6](I)[C:5]([O:9][CH3:10])=[CH:4][C:3]=1[Cl:11].[CH2:12]([OH:15])[CH:13]=[CH2:14].C([O-])(O)=O.[Na+]. The catalyst is CCCC[N+](CCCC)(CCCC)CCCC.[Cl-].CN(C=O)C.CC([O-])=O.CC([O-])=O.[Pd+2]. The product is [Br:1][C:2]1[C:3]([Cl:11])=[CH:4][C:5]([O:9][CH3:10])=[C:6]([CH2:14][CH2:13][CH:12]=[O:15])[CH:7]=1. The yield is 0.340. (4) The reactants are [C:1]([C:5]1[N:10]=[C:9](C2C=CC=C(F)C=2)[C:8]([C:18]([O-:20])=[O:19])=[CH:7][N:6]=1)([CH3:4])([CH3:3])[CH3:2].O[Li].[OH2:23]. No catalyst specified. The product is [C:1]([C:5]1[N:10]=[C:9]([N:6]2[CH2:7][CH2:8][O:23][CH2:1][CH2:5]2)[C:8]([C:18]([OH:20])=[O:19])=[CH:7][N:6]=1)([CH3:2])([CH3:3])[CH3:4]. The yield is 0.920.